This data is from Full USPTO retrosynthesis dataset with 1.9M reactions from patents (1976-2016). The task is: Predict the reactants needed to synthesize the given product. The reactants are: [O:1]1[C:5]2([CH2:10][CH2:9][N:8]([CH2:11][C:12]3[N:13]=[C:14]([C:33]4[CH:38]=[CH:37][C:36]([C:39]([F:42])([F:41])[F:40])=[CH:35][CH:34]=4)[S:15][C:16]=3[CH2:17][O:18][C:19]3[CH:24]=[CH:23][C:22]([C:25]4[NH:29][C:28](=[O:30])[O:27][N:26]=4)=[C:21]([O:31][CH3:32])[CH:20]=3)[CH2:7][CH2:6]2)[O:4]CC1.Cl.C(=O)([O-])O.[Na+]. Given the product [OH:1][C:5]1([OH:4])[CH2:6][CH2:7][N:8]([CH2:11][C:12]2[N:13]=[C:14]([C:33]3[CH:34]=[CH:35][C:36]([C:39]([F:40])([F:41])[F:42])=[CH:37][CH:38]=3)[S:15][C:16]=2[CH2:17][O:18][C:19]2[CH:24]=[CH:23][C:22]([C:25]3[NH:29][C:28](=[O:30])[O:27][N:26]=3)=[C:21]([O:31][CH3:32])[CH:20]=2)[CH2:9][CH2:10]1, predict the reactants needed to synthesize it.